This data is from Reaction yield outcomes from USPTO patents with 853,638 reactions. The task is: Predict the reaction yield, written as a fraction of the theoretical maximum amount of product (1.0 means a 100% yield; for example, 0.34 means a 34% yield). (1) The reactants are [F:1][C:2]([F:23])([F:22])[CH2:3][CH2:4][NH:5][C:6]1[CH:12]=[CH:11][C:10]([C:13]2[O:14][C:15]3[CH:21]=[CH:20][CH:19]=[CH:18][C:16]=3[N:17]=2)=[CH:9][C:7]=1[NH2:8].Cl.[C:25](=N)(OC)[CH3:26].C(=O)([O-])O.[Na+]. The catalyst is CO. The product is [O:14]1[C:15]2[CH:21]=[CH:20][CH:19]=[CH:18][C:16]=2[N:17]=[C:13]1[C:10]1[CH:11]=[CH:12][C:6]2[N:5]([CH2:4][CH2:3][C:2]([F:1])([F:22])[F:23])[C:25]([CH3:26])=[N:8][C:7]=2[CH:9]=1. The yield is 0.930. (2) The reactants are [C:1]([C:9]1[CH:14]=[CH:13][C:12](Cl)=[CH:11][CH:10]=1)(=[O:8])[C:2]1[CH:7]=[CH:6][CH:5]=[CH:4][CH:3]=1.P. The catalyst is CC(C)=O.C(Cl)C=CC1C=CC=CC=1.[Pd]. The product is [C:1]([C:9]1[CH:14]=[CH:13][C:12]([CH2:2][C:1](=[O:8])[CH3:9])=[CH:11][CH:10]=1)(=[O:8])[C:2]1[CH:7]=[CH:6][CH:5]=[CH:4][CH:3]=1. The yield is 0.820.